From a dataset of Forward reaction prediction with 1.9M reactions from USPTO patents (1976-2016). Predict the product of the given reaction. (1) Given the reactants [CH3:1][O:2][CH2:3][CH2:4][O:5][C:6]1[C:7]2[CH:14]=[CH:13][NH:12][C:8]=2[N:9]=[CH:10][N:11]=1.CN(C)C=O.[I:20]N1C(=O)CCC1=O.O, predict the reaction product. The product is: [I:20][C:14]1[C:7]2[C:6]([O:5][CH2:4][CH2:3][O:2][CH3:1])=[N:11][CH:10]=[N:9][C:8]=2[NH:12][CH:13]=1. (2) Given the reactants [N:1]1[CH:2]=[C:3]([S:10][C:11]2[CH:20]=[CH:19][C:14]3[N:15]=[C:16]([NH2:18])[S:17][C:13]=3[CH:12]=2)[N:4]2[CH:9]=[CH:8][CH:7]=[N:6][C:5]=12.Br.[CH2:22]([N:24]1[CH2:29][CH2:28][N:27]([CH2:30][C:31](O)=[O:32])[CH2:26][CH2:25]1)[CH3:23].Cl.CN(C)CCCN=C=NCC, predict the reaction product. The product is: [CH2:22]([N:24]1[CH2:29][CH2:28][N:27]([CH2:30][C:31]([NH:18][C:16]2[S:17][C:13]3[CH:12]=[C:11]([S:10][C:3]4[N:4]5[CH:9]=[CH:8][CH:7]=[N:6][C:5]5=[N:1][CH:2]=4)[CH:20]=[CH:19][C:14]=3[N:15]=2)=[O:32])[CH2:26][CH2:25]1)[CH3:23].